Dataset: Full USPTO retrosynthesis dataset with 1.9M reactions from patents (1976-2016). Task: Predict the reactants needed to synthesize the given product. Given the product [N+:1]([C:4]1[CH:9]=[CH:8][CH:7]=[CH:6][C:5]=1[C:10]1[N:11]=[C:12]2[N:16]([CH:17]=1)[C:15]([CH2:18][N:22]1[CH2:23][CH2:24][CH2:21][CH2:20]1)=[CH:14][S:13]2)([O-:3])=[O:2], predict the reactants needed to synthesize it. The reactants are: [N+:1]([C:4]1[CH:9]=[CH:8][CH:7]=[CH:6][C:5]=1[C:10]1[N:11]=[C:12]2[N:16]([CH:17]=1)[C:15]([CH2:18]O)=[CH:14][S:13]2)([O-:3])=[O:2].[CH2:20]([N:22](CC)[CH2:23][CH3:24])[CH3:21].CS(Cl)(=O)=O.N1CCCC1.